Dataset: Catalyst prediction with 721,799 reactions and 888 catalyst types from USPTO. Task: Predict which catalyst facilitates the given reaction. (1) Product: [C:39]([NH:43][CH2:26][CH:25]([OH:27])[CH2:24][O:23][C:16]1[CH:15]=[C:14]2[C:19]([C:20](=[O:22])[CH:21]=[C:12]([C:11]3[CH:28]=[CH:29][C:30]([O:31][CH2:32][C:33]4[CH:34]=[CH:35][CH:36]=[CH:37][CH:38]=4)=[C:9]([O:8][CH2:1][C:2]4[CH:3]=[CH:4][CH:5]=[CH:6][CH:7]=4)[CH:10]=3)[O:13]2)=[CH:18][CH:17]=1)([CH3:42])([CH3:41])[CH3:40]. Reactant: [CH2:1]([O:8][C:9]1[CH:10]=[C:11]([CH:28]=[CH:29][C:30]=1[O:31][CH2:32][C:33]1[CH:38]=[CH:37][CH:36]=[CH:35][CH:34]=1)[C:12]1[O:13][C:14]2[C:19]([C:20](=[O:22])[CH:21]=1)=[CH:18][CH:17]=[C:16]([O:23][CH2:24][CH:25]1[O:27][CH2:26]1)[CH:15]=2)[C:2]1[CH:7]=[CH:6][CH:5]=[CH:4][CH:3]=1.[C:39]([NH2:43])([CH3:42])([CH3:41])[CH3:40]. The catalyst class is: 5. (2) Reactant: C(OC([N:8]1[CH2:11][CH:10]([NH:12][C:13]2[CH:14]=[C:15]3[C:24](=[CH:25][C:26]=2[C:27]2[CH:32]=[CH:31]C(Cl)=CC=2Cl)[O:23][CH2:22][C:21]2[N:16]3[C@@H:17]([CH3:36])[C:18](=[O:35])[NH:19][N:20]=2)[CH2:9]1)=O)(C)(C)C.[C:37]([OH:43])([C:39]([F:42])([F:41])[F:40])=[O:38]. Product: [F:40][C:39]([F:42])([F:41])[C:37]([OH:43])=[O:38].[NH:8]1[CH2:11][CH:10]([NH:12][C:13]2[CH:14]=[C:15]3[C:24](=[CH:25][C:26]=2[CH:27]2[CH2:32][CH2:31]2)[O:23][CH2:22][C:21]2[N:16]3[C@@H:17]([CH3:36])[C:18](=[O:35])[NH:19][N:20]=2)[CH2:9]1. The catalyst class is: 2. (3) Reactant: [O:1]1[C:5]2[CH:6]=[CH:7][CH:8]=[CH:9][C:4]=2[CH:3]=[C:2]1[C:10]1[C:19]([NH:20][CH:21]([CH3:23])[CH3:22])=[N:18][C:17]2[C:12](=[CH:13][CH:14]=[C:15]([C:24]([O:26]C)=[O:25])[CH:16]=2)[N:11]=1.[OH-].[Na+].Cl. Product: [O:1]1[C:5]2[CH:6]=[CH:7][CH:8]=[CH:9][C:4]=2[CH:3]=[C:2]1[C:10]1[C:19]([NH:20][CH:21]([CH3:23])[CH3:22])=[N:18][C:17]2[C:12](=[CH:13][CH:14]=[C:15]([C:24]([OH:26])=[O:25])[CH:16]=2)[N:11]=1. The catalyst class is: 24. (4) Reactant: CCCC[N+](CCCC)(CCCC)CCCC.[F-].[Si]([O:26][C@H:27]1[C@H:32]([NH:33][C:34](=[O:41])[O:35][CH2:36][CH2:37][N:38]([CH3:40])[CH3:39])[CH2:31][CH2:30][N:29]([C:42]2[CH:47]=[C:46]([C:48]#[N:49])[CH:45]=[C:44]([NH:50][C:51]3[N:56]=[C:55]([NH:57][CH:58]4[CH2:60][CH2:59]4)[C:54]4=[N:61][CH:62]=[C:63]([C:64]#[N:65])[N:53]4[N:52]=3)[C:43]=2[Cl:66])[CH2:28]1)(C(C)(C)C)(C)C. Product: [Cl:66][C:43]1[C:44]([NH:50][C:51]2[N:56]=[C:55]([NH:57][CH:58]3[CH2:60][CH2:59]3)[C:54]3=[N:61][CH:62]=[C:63]([C:64]#[N:65])[N:53]3[N:52]=2)=[CH:45][C:46]([C:48]#[N:49])=[CH:47][C:42]=1[N:29]1[CH2:30][CH2:31][C@@H:32]([NH:33][C:34](=[O:41])[O:35][CH2:36][CH2:37][N:38]([CH3:39])[CH3:40])[C@H:27]([OH:26])[CH2:28]1. The catalyst class is: 1. (5) Reactant: [CH3:1][O:2][C:3]1[CH:8]=[CH:7][C:6]([NH:9][C:10]2[CH:17]=[CH:16]C(C#N)=[CH:12][CH:11]=2)=[CH:5][CH:4]=1.[OH-:18].[K+].[CH2:20]([OH:23])[CH2:21]O. Product: [CH3:1][O:2][C:3]1[CH:8]=[CH:7][C:6]([NH:9][C:10]2[CH:17]=[CH:16][C:21]([C:20]([OH:23])=[O:18])=[CH:12][CH:11]=2)=[CH:5][CH:4]=1. The catalyst class is: 15. (6) Product: [CH3:1][O:2][C:3]([C:5]1[CH:6]=[CH:7][CH:8]=[C:9]2[O:13][C:12]([C:14]3[CH:23]=[CH:22][C:21]4[C:16](=[CH:17][CH:18]=[CH:19][CH:20]=4)[C:15]=3[OH:24])=[N:11][C:10]=12)=[O:4]. The catalyst class is: 350. Reactant: [CH3:1][O:2][C:3]([C:5]1[CH:6]=[CH:7][CH:8]=[C:9]2[O:13][C:12]([C:14]3[CH:23]=[CH:22][C:21]4[C:16](=[CH:17][CH:18]=[CH:19][CH:20]=4)[C:15]=3[O:24]CC3C=CC=CC=3)=[N:11][C:10]=12)=[O:4].